Dataset: Reaction yield outcomes from USPTO patents with 853,638 reactions. Task: Predict the reaction yield, written as a fraction of the theoretical maximum amount of product (1.0 means a 100% yield; for example, 0.34 means a 34% yield). The reactants are [NH2:1][C:2]1[C:11]2[C:6](=[C:7](Br)[CH:8]=[CH:9][CH:10]=2)[N:5]=[N:4][C:3]=1[C:13]([NH:15][CH2:16][CH2:17][CH3:18])=[O:14].[CH3:19][O:20][C:21]1[N:26]=[CH:25][C:24](B(O)O)=[CH:23][N:22]=1. No catalyst specified. The product is [NH2:1][C:2]1[C:11]2[C:6](=[C:7]([C:24]3[CH:23]=[N:22][C:21]([O:20][CH3:19])=[N:26][CH:25]=3)[CH:8]=[CH:9][CH:10]=2)[N:5]=[N:4][C:3]=1[C:13]([NH:15][CH2:16][CH2:17][CH3:18])=[O:14]. The yield is 0.770.